This data is from Reaction yield outcomes from USPTO patents with 853,638 reactions. The task is: Predict the reaction yield, written as a fraction of the theoretical maximum amount of product (1.0 means a 100% yield; for example, 0.34 means a 34% yield). (1) The reactants are [Br:1][C:2]1[CH:7]=[C:6](F)[CH:5]=[CH:4][C:3]=1[N+:9]([O-:11])=[O:10].[NH:12]1[CH2:16][CH2:15][C@H:14]([NH:17][C:18](=[O:24])[O:19][C:20]([CH3:23])([CH3:22])[CH3:21])[CH2:13]1.C(=O)(O)[O-].[Na+].O. The catalyst is CS(C)=O. The product is [Br:1][C:2]1[CH:7]=[C:6]([N:12]2[CH2:16][CH2:15][C@H:14]([NH:17][C:18](=[O:24])[O:19][C:20]([CH3:22])([CH3:21])[CH3:23])[CH2:13]2)[CH:5]=[CH:4][C:3]=1[N+:9]([O-:11])=[O:10]. The yield is 0.960. (2) The reactants are C([O:3][C:4]1[CH:5]=[C:6]([CH:9]=[CH:10][C:11]=1[OH:12])[C:7]#[N:8])C.COC1C=C(C=CC=1O)C#N. No catalyst specified. The product is [OH:3][C:4]1[CH:5]=[C:6]([CH:9]=[CH:10][C:11]=1[OH:12])[C:7]#[N:8]. The yield is 0.790. (3) The reactants are C[O:2][C:3](=[O:38])[C:4]1[CH:9]=[CH:8][C:7]([CH:10]2[CH:12]([C:13](=[O:25])[C:14]3[CH:19]=[CH:18][C:17]([O:20][C:21]([F:24])([F:23])[F:22])=[CH:16][CH:15]=3)[CH:11]2[C:26]2[CH:31]=[CH:30][C:29]([CH:32]3[CH2:37][CH2:36][CH2:35][CH2:34][CH2:33]3)=[CH:28][CH:27]=2)=[CH:6][CH:5]=1.C[Si](C)(C)[O-].[K+]. The catalyst is C1COCC1. The product is [CH:32]1([C:29]2[CH:28]=[CH:27][C:26]([CH:11]3[CH:12]([C:13](=[O:25])[C:14]4[CH:19]=[CH:18][C:17]([O:20][C:21]([F:22])([F:23])[F:24])=[CH:16][CH:15]=4)[CH:10]3[C:7]3[CH:6]=[CH:5][C:4]([C:3]([OH:38])=[O:2])=[CH:9][CH:8]=3)=[CH:31][CH:30]=2)[CH2:37][CH2:36][CH2:35][CH2:34][CH2:33]1. The yield is 0.350.